Predict the reaction yield, written as a fraction of the theoretical maximum amount of product (1.0 means a 100% yield; for example, 0.34 means a 34% yield). From a dataset of Reaction yield outcomes from USPTO patents with 853,638 reactions. (1) The reactants are [CH3:1][O:2][C:3]1[CH:24]=[CH:23][CH:22]=[CH:21][C:4]=1[CH2:5][O:6][CH2:7][CH2:8][CH2:9]OS(C1C=CC(C)=CC=1)(=O)=O.[I-:25].[Li+]. The catalyst is CC(C)=O. The product is [I:25][CH2:9][CH2:8][CH2:7][O:6][CH2:5][C:4]1[CH:21]=[CH:22][CH:23]=[CH:24][C:3]=1[O:2][CH3:1]. The yield is 1.00. (2) The reactants are [NH2:1][C:2]1([C:6]2[CH:11]=[CH:10][C:9]([C:12]3[O:20][C:19]4[C:18]([Br:21])=[CH:17][NH:16][C:15](=[O:22])[C:14]=4[C:13]=3[C:23]3[CH:28]=[CH:27][CH:26]=[CH:25][CH:24]=3)=[CH:8][CH:7]=2)[CH2:5][CH2:4][CH2:3]1.[C:29](O[C:29]([O:31][C:32]([CH3:35])([CH3:34])[CH3:33])=[O:30])([O:31][C:32]([CH3:35])([CH3:34])[CH3:33])=[O:30].C(=O)([O-])[O-].[K+].[K+].CI. The catalyst is C1COCC1.CN(C=O)C. The product is [Br:21][C:18]1[C:19]2[O:20][C:12]([C:9]3[CH:8]=[CH:7][C:6]([C:2]4([NH:1][C:29](=[O:30])[O:31][C:32]([CH3:35])([CH3:34])[CH3:33])[CH2:5][CH2:4][CH2:3]4)=[CH:11][CH:10]=3)=[C:13]([C:23]3[CH:28]=[CH:27][CH:26]=[CH:25][CH:24]=3)[C:14]=2[C:15](=[O:22])[NH:16][CH:17]=1. The yield is 0.450. (3) The reactants are [F:1][C:2]1[CH:3]=[C:4]([CH:11]=O)[C:5](=[CH:8][C:9]=1[F:10])[CH:6]=O.[C:13]1(=[O:20])[CH2:18][CH2:17][C:16](=[O:19])[CH2:15][CH2:14]1.[OH-].[Na+]. The catalyst is C(O)C. The product is [F:1][C:2]1[C:9]([F:10])=[CH:8][C:5]2[C:4](=[CH:11][C:18]3[C:13](=[O:20])[C:14]4[C:15]([C:16](=[O:19])[C:17]=3[CH:6]=2)=[CH:11][C:4]2[C:5](=[CH:8][C:9]([F:10])=[C:2]([F:1])[CH:3]=2)[CH:6]=4)[CH:3]=1. The yield is 0.640. (4) The reactants are [C:1]([C:4]1[CH:44]=[CH:43][C:7]([O:8][C@@H:9]2[CH2:14][CH2:13][C@H:12]([N:15]3[C:20](=[O:21])[C:19]([CH2:22][C:23]4[CH:28]=[CH:27][C:26]([C:29]5[C:30]([C:35]#[N:36])=[CH:31][CH:32]=[CH:33][CH:34]=5)=[CH:25][CH:24]=4)=[C:18]([CH2:37][CH2:38][CH3:39])[N:17]4[N:40]=[CH:41][N:42]=[C:16]34)[CH2:11][CH2:10]2)=[CH:6][CH:5]=1)(=[O:3])[CH3:2].[CH3:45][Mg]Br.Cl. The catalyst is O1CCCC1. The product is [OH:3][C:1]([C:4]1[CH:5]=[CH:6][C:7]([O:8][C@@H:9]2[CH2:14][CH2:13][C@H:12]([N:15]3[C:20](=[O:21])[C:19]([CH2:22][C:23]4[CH:28]=[CH:27][C:26]([C:29]5[C:30]([C:35]#[N:36])=[CH:31][CH:32]=[CH:33][CH:34]=5)=[CH:25][CH:24]=4)=[C:18]([CH2:37][CH2:38][CH3:39])[N:17]4[N:40]=[CH:41][N:42]=[C:16]34)[CH2:11][CH2:10]2)=[CH:43][CH:44]=1)([CH3:45])[CH3:2]. The yield is 0.410.